This data is from Reaction yield outcomes from USPTO patents with 853,638 reactions. The task is: Predict the reaction yield, written as a fraction of the theoretical maximum amount of product (1.0 means a 100% yield; for example, 0.34 means a 34% yield). (1) The reactants are [F:1][C:2]1[CH:7]=[CH:6][C:5]([O:8][CH3:9])=[C:4]([NH2:10])[CH:3]=1.[N:11]([O-])=O.[Na+].O.O.Cl[Sn]Cl. No catalyst specified. The product is [F:1][C:2]1[CH:7]=[CH:6][C:5]([O:8][CH3:9])=[C:4]([NH:10][NH2:11])[CH:3]=1. The yield is 0.310. (2) The reactants are [C:1]([O:4][C@@H:5]1[C@@H:18]([O:19][C:20](=[O:22])[CH3:21])[C@H:17]([O:23][C:24](=[O:26])[CH3:25])[CH2:16][S:15][C@H:6]1[O:7][C:8]1[CH:13]=[CH:12][CH:11]=[C:10](I)[CH:9]=1)(=[O:3])[CH3:2].[CH3:27][C:28]1[C:32](B(O)O)=[C:31]([CH3:36])[O:30][N:29]=1. No catalyst specified. The product is [C:1]([O:4][C@@H:5]1[C@@H:18]([O:19][C:20](=[O:22])[CH3:21])[C@H:17]([O:23][C:24](=[O:26])[CH3:25])[CH2:16][S:15][C@H:6]1[O:7][C:8]1[CH:13]=[CH:12][CH:11]=[C:10]([C:32]2[C:28]([CH3:27])=[N:29][O:30][C:31]=2[CH3:36])[CH:9]=1)(=[O:3])[CH3:2]. The yield is 0.530. (3) The reactants are [Cl:1][C:2]1[CH:7]=[CH:6][C:5]([S:8]([NH:11][CH:12]2[CH2:17][CH2:16][O:15][CH2:14][CH2:13]2)(=[O:10])=[O:9])=[CH:4][CH:3]=1.[O:18]1[CH2:23][CH2:22][CH:21]([O:24][C:25]2[N:30]=[CH:29][C:28]([CH2:31]O)=[CH:27][CH:26]=2)[CH2:20][CH2:19]1. No catalyst specified. The product is [Cl:1][C:2]1[CH:3]=[CH:4][C:5]([S:8]([N:11]([CH:12]2[CH2:17][CH2:16][O:15][CH2:14][CH2:13]2)[CH2:31][C:28]2[CH:29]=[N:30][C:25]([O:24][CH:21]3[CH2:22][CH2:23][O:18][CH2:19][CH2:20]3)=[CH:26][CH:27]=2)(=[O:10])=[O:9])=[CH:6][CH:7]=1. The yield is 0.510. (4) The reactants are CCN(C(C)C)C(C)C.CN([C:13]([O:17][N:18]1N=NC2C=CC=C[C:19]1=2)=[N+](C)C)C.F[P-](F)(F)(F)(F)F.[Br:34][C:35]1[CH:46]=[CH:45][C:38]2[C:39]([C:42](O)=[O:43])=[N:40][S:41][C:37]=2[CH:36]=1.Cl.CNOC. The catalyst is CN(C=O)C. The product is [Br:34][C:35]1[CH:46]=[CH:45][C:38]2[C:39]([C:42]([N:18]([O:17][CH3:13])[CH3:19])=[O:43])=[N:40][S:41][C:37]=2[CH:36]=1. The yield is 0.910. (5) The reactants are [CH3:1][C:2]1[CH:9]=[C:8]([O:10]C)[C:7]([CH3:12])=[CH:6][C:3]=1[CH:4]=[O:5].B(Br)(Br)Br. The catalyst is C(Cl)Cl. The product is [CH3:1][C:2]1[CH:9]=[C:8]([OH:10])[C:7]([CH3:12])=[CH:6][C:3]=1[CH:4]=[O:5]. The yield is 0.570. (6) The reactants are [CH3:1][N:2]([CH2:7][C:8]1[C:16]2[C:11](=[C:12]([CH3:17])[CH:13]=[CH:14][CH:15]=2)[N:10]([CH3:18])[C:9]=1[CH3:19])[C:3](=[O:6])[CH:4]=[CH2:5].Br[C:21]1[CH:22]=[C:23]2[C:28](=[N:29][CH:30]=1)[NH:27][C:26](=[O:31])[CH2:25][CH2:24]2.CCN(C(C)C)C(C)C.C1(C)C=CC=CC=1P(C1C=CC=CC=1C)C1C=CC=CC=1C. The catalyst is C(#N)CC.CC([O-])=O.CC([O-])=O.[Pd+2]. The product is [CH3:1][N:2]([CH2:7][C:8]1[C:16]2[C:11](=[C:12]([CH3:17])[CH:13]=[CH:14][CH:15]=2)[N:10]([CH3:18])[C:9]=1[CH3:19])[C:3](=[O:6])/[CH:4]=[CH:5]/[C:21]1[CH:30]=[N:29][C:28]2[NH:27][C:26](=[O:31])[CH2:25][CH2:24][C:23]=2[CH:22]=1. The yield is 0.250. (7) The reactants are O.[C:2](=[O:5])([O-])[O-:3].[K+].[K+].[C:8]([C:10]1[CH:15]=[CH:14][C:13]([CH:16]2[N:21]3[N:22]=[C:23]([N:25]4C(=O)[C:32]5[C:27](=[CH:28][CH:29]=[CH:30][CH:31]=5)[C:26]4=[O:35])[N:24]=[C:20]3[N:19]([C:36]3[CH:41]=[CH:40][CH:39]=[C:38]([C:42]([F:45])([F:44])[F:43])[CH:37]=3)[C:18]([CH3:46])=[C:17]2[C:47]#[N:48])=[CH:12][CH:11]=1)#[N:9].Cl. The catalyst is C(O)C. The product is [C:47]([C:17]1[CH:16]([C:13]2[CH:14]=[CH:15][C:10]([C:8]#[N:9])=[CH:11][CH:12]=2)[N:21]2[N:22]=[C:23]([NH:25][C:26]([C:27]3[CH:32]=[CH:31][CH:30]=[CH:29][C:28]=3[C:2]([OH:3])=[O:5])=[O:35])[N:24]=[C:20]2[N:19]([C:36]2[CH:41]=[CH:40][CH:39]=[C:38]([C:42]([F:44])([F:43])[F:45])[CH:37]=2)[C:18]=1[CH3:46])#[N:48]. The yield is 0.960. (8) The reactants are [F:1][C:2]1[CH:10]=[CH:9][CH:8]=[C:7]([F:11])[C:3]=1[C:4]([OH:6])=O.S(Cl)(Cl)=O.[CH3:16][C:17]1[NH:31][C:20]2=[C:21]([NH:25][C:26]([CH:28]3[CH2:30][CH2:29]3)=[O:27])[N:22]=[CH:23][CH:24]=[C:19]2[CH:18]=1.[Cl-].[Al+3].[Cl-].[Cl-]. The catalyst is ClCCl.CO. The product is [F:11][C:7]1[CH:8]=[CH:9][CH:10]=[C:2]([F:1])[C:3]=1[C:4]([C:18]1[C:19]2[C:20](=[C:21]([NH:25][C:26]([CH:28]3[CH2:29][CH2:30]3)=[O:27])[N:22]=[CH:23][CH:24]=2)[NH:31][C:17]=1[CH3:16])=[O:6]. The yield is 0.420. (9) The reactants are [N:1]1[N:2]=[C:3]([NH2:6])[NH:4][CH:5]=1.[C:7]([C:9]1[CH:14]=[CH:13][CH:12]=[CH:11][C:10]=1[C:15]1[CH:20]=[C:19]([F:21])[C:18]([CH2:22][CH:23]([C:28](=O)[CH2:29][CH2:30][CH2:31][CH3:32])[C:24](OC)=[O:25])=[C:17]([F:34])[CH:16]=1)#[N:8]. The catalyst is ClC1C=CC(Cl)=CC=1Cl. The product is [CH2:29]([C:28]1[N:2]2[N:1]=[CH:5][N:4]=[C:3]2[NH:6][C:24](=[O:25])[C:23]=1[CH2:22][C:18]1[C:17]([F:34])=[CH:16][C:15]([C:10]2[C:9]([C:7]#[N:8])=[CH:14][CH:13]=[CH:12][CH:11]=2)=[CH:20][C:19]=1[F:21])[CH2:30][CH2:31][CH3:32]. The yield is 0.570.